This data is from Reaction yield outcomes from USPTO patents with 853,638 reactions. The task is: Predict the reaction yield, written as a fraction of the theoretical maximum amount of product (1.0 means a 100% yield; for example, 0.34 means a 34% yield). (1) The reactants are Cl[C:2]1[C:3]([N+:9]([O-:11])=[O:10])=[C:4]([CH:6]=[CH:7][CH:8]=1)[NH2:5].[SH:12][CH2:13][CH2:14][OH:15].C(=O)([O-])[O-].[K+].[K+]. The catalyst is CN(C=O)C. The product is [NH2:5][C:4]1[C:3]([N+:9]([O-:11])=[O:10])=[C:2]([S:12][CH2:13][CH2:14][OH:15])[CH:8]=[CH:7][CH:6]=1. The yield is 0.930. (2) The reactants are [CH3:1][O:2][C:3]1[C:12]2[C:7](=[CH:8][CH:9]=[CH:10][CH:11]=2)[N:6]=[C:5](OS(C(F)(F)F)(=O)=O)[CH:4]=1.[CH3:21][O:22][C:23](=[O:28])[CH:24]([CH3:27])[CH2:25][NH2:26]. The catalyst is C(#N)C. The product is [CH3:21][O:22][C:23](=[O:28])[CH:24]([CH3:27])[CH2:25][NH:26][C:5]1[CH:4]=[C:3]([O:2][CH3:1])[C:12]2[C:7](=[CH:8][CH:9]=[CH:10][CH:11]=2)[N:6]=1. The yield is 0.420. (3) The reactants are Cl[C:2]1[CH:7]=[N:6][CH:5]=[C:4]([O:8][CH:9]([C:11]2[CH:16]=[CH:15][CH:14]=[C:13]([F:17])[CH:12]=2)[CH3:10])[N:3]=1.[NH:18]1[CH2:23][CH2:22][NH:21][CH2:20][CH2:19]1.C([O-])([O-])=O.[K+].[K+].C(OCC)(=O)C. The product is [F:17][C:13]1[CH:12]=[C:11]([CH:9]([O:8][C:4]2[CH:5]=[N:6][CH:7]=[C:2]([N:18]3[CH2:23][CH2:22][NH:21][CH2:20][CH2:19]3)[N:3]=2)[CH3:10])[CH:16]=[CH:15][CH:14]=1. The yield is 0.550. The catalyst is C(#N)C.O.